Dataset: Full USPTO retrosynthesis dataset with 1.9M reactions from patents (1976-2016). Task: Predict the reactants needed to synthesize the given product. (1) Given the product [CH3:33][O:32][P:31](=[O:36])([O:34][CH3:35])[O:21][CH:19]([CH3:20])[CH2:18][NH:17][C:15]1[N:14]=[C:13]([O:22][C:23]2[CH:28]=[CH:27][C:26]([F:29])=[CH:25][C:24]=2[F:30])[N:12]=[C:11]2[NH:10][N:9]=[C:8]([C:3]3[CH:4]=[CH:5][CH:6]=[CH:7][C:2]=3[Cl:1])[C:16]=12, predict the reactants needed to synthesize it. The reactants are: [Cl:1][C:2]1[CH:7]=[CH:6][CH:5]=[CH:4][C:3]=1[C:8]1[C:16]2[C:11](=[N:12][C:13]([O:22][C:23]3[CH:28]=[CH:27][C:26]([F:29])=[CH:25][C:24]=3[F:30])=[N:14][C:15]=2[NH:17][CH2:18][C@@H:19]([OH:21])[CH3:20])[NH:10][N:9]=1.[P:31]([O:36]C)([O:34][CH3:35])[O:32][CH3:33].C(Br)(Br)(Br)Br.Cl. (2) Given the product [OH:10][CH2:9][CH2:8][S:7][C:21]1[CH:22]=[CH:23][N:24]=[C:19]([NH:18][C:16]2[CH:15]=[C:14]([C:29]3[S:33][C:32]([N:34]4[CH2:40][CH2:39][CH2:38][NH:37][C:36](=[O:41])[CH2:35]4)=[N:31][CH:30]=3)[CH:13]=[C:12]([CH3:11])[CH:17]=2)[N:20]=1, predict the reactants needed to synthesize it. The reactants are: C(=O)([O-])[O-].[K+].[K+].[SH:7][CH2:8][CH2:9][OH:10].[CH3:11][C:12]1[CH:13]=[C:14]([C:29]2[S:33][C:32]([N:34]3[CH2:40][CH2:39][CH2:38][NH:37][C:36](=[O:41])[CH2:35]3)=[N:31][CH:30]=2)[CH:15]=[C:16]([NH:18][C:19]2[N:24]=[C:23](S(C)(=O)=O)[CH:22]=[CH:21][N:20]=2)[CH:17]=1. (3) Given the product [Br:1][C:2]1[CH:7]=[CH:6][C:5]([C:8]2[C:14]3[CH:15]=[C:16]([O:19][CH3:20])[CH:17]=[CH:18][C:13]=3[N:12]3[C:21]([CH3:24])=[N:22][N:23]=[C:11]3[C@H:10]([CH2:25][C:26]([OH:28])=[O:27])[N:9]=2)=[CH:4][CH:3]=1, predict the reactants needed to synthesize it. The reactants are: [Br:1][C:2]1[CH:7]=[CH:6][C:5]([C:8]2[C:14]3[CH:15]=[C:16]([O:19][CH3:20])[CH:17]=[CH:18][C:13]=3[N:12]3[C:21]([CH3:24])=[N:22][N:23]=[C:11]3[C@H:10]([CH2:25][C:26]([O:28]C)=[O:27])[N:9]=2)=[CH:4][CH:3]=1.[OH-].[Li+].C(O)(=O)C. (4) The reactants are: [CH2:1]([C@@H:5]1[NH:10][CH2:9][C@H:8]([CH:11]=[CH:12][CH3:13])[NH:7][C:6]1=[O:14])[CH:2]([CH3:4])[CH3:3].[F:15][C:16]1[CH:26]=[C:25]([F:27])[CH:24]=[CH:23][C:17]=1[CH:18]=[CH:19][C:20](O)=[O:21].C([C@@H]1N(C(=O)/C=C/C2C=CC=CC=2)C[C@H](CC(C)C)NC1=O)C(C)C. Given the product [F:15][C:16]1[CH:26]=[C:25]([F:27])[CH:24]=[CH:23][C:17]=1/[CH:18]=[CH:19]/[C:20]([N:10]1[CH2:9][C@H:8](/[CH:11]=[CH:12]/[CH3:13])[NH:7][C:6](=[O:14])[C@@H:5]1[CH2:1][CH:2]([CH3:4])[CH3:3])=[O:21], predict the reactants needed to synthesize it.